Dataset: Catalyst prediction with 721,799 reactions and 888 catalyst types from USPTO. Task: Predict which catalyst facilitates the given reaction. (1) Reactant: [Cl:1][C:2]1[CH:7]=[CH:6][CH:5]=[CH:4][C:3]=1[N:8]1[C:12]([C:13]2[CH:18]=[CH:17][C:16]([Cl:19])=[CH:15][CH:14]=2)=[C:11]([OH:20])[C:10]([C:21]([O:23][CH2:24][CH3:25])=[O:22])=[N:9]1.CC([O-])(C)C.[K+].Br[CH2:33][CH2:34][CH2:35][C:36]([O:38][C:39]([CH3:42])([CH3:41])[CH3:40])=[O:37].[NH4+].[Cl-]. Product: [CH2:24]([O:23][C:21]([C:10]1[C:11]([O:20][CH2:33][CH2:34][CH2:35][C:36]([O:38][C:39]([CH3:42])([CH3:41])[CH3:40])=[O:37])=[C:12]([C:13]2[CH:18]=[CH:17][C:16]([Cl:19])=[CH:15][CH:14]=2)[N:8]([C:3]2[CH:4]=[CH:5][CH:6]=[CH:7][C:2]=2[Cl:1])[N:9]=1)=[O:22])[CH3:25]. The catalyst class is: 215. (2) Reactant: [F:1][C:2]1[CH:7]=[CH:6][CH:5]=[C:4]([F:8])[C:3]=1[C:9]1[NH:10][C:11]([CH2:14][OH:15])=[CH:12][N:13]=1.C1C=C[NH+]=CC=1.[O-][Cr](Cl)(=O)=O.O. Product: [F:1][C:2]1[CH:7]=[CH:6][CH:5]=[C:4]([F:8])[C:3]=1[C:9]1[NH:10][C:11]([CH:14]=[O:15])=[CH:12][N:13]=1. The catalyst class is: 2. (3) Reactant: Br[C:2]1[CH:11]=[C:10]([Br:12])[C:9]2[C:4](=[CH:5][CH:6]=[CH:7][CH:8]=2)[N:3]=1.[CH3:13][N:14]1[CH2:19][CH2:18][N:17]([CH2:20][CH2:21][CH2:22][NH2:23])[CH2:16][CH2:15]1.C([O-])([O-])=O.[Na+].[Na+].[C:30]([C:34]([OH:36])=[O:35])([F:33])([F:32])[F:31]. Product: [Br:12][C:10]1[C:9]2[C:4](=[CH:5][CH:6]=[CH:7][CH:8]=2)[N:3]=[C:2]([NH:23][CH2:22][CH2:21][CH2:20][N:17]2[CH2:16][CH2:15][N:14]([CH3:13])[CH2:19][CH2:18]2)[CH:11]=1.[C:34]([OH:36])([C:30]([F:33])([F:32])[F:31])=[O:35]. The catalyst class is: 3. (4) Reactant: [CH3:1][C:2]1[CH:3]=[CH:4][C:5]([O:10][C:11]2[CH:16]=[CH:15][C:14]([N+:17]([O-:19])=[O:18])=[CH:13][CH:12]=2)=[C:6]([O:8]C)[CH:7]=1.B(Br)(Br)Br. Product: [CH3:1][C:2]1[CH:3]=[CH:4][C:5]([O:10][C:11]2[CH:16]=[CH:15][C:14]([N+:17]([O-:19])=[O:18])=[CH:13][CH:12]=2)=[C:6]([OH:8])[CH:7]=1. The catalyst class is: 2. (5) Reactant: [C:1]1([S:7]([C:10]2[CH:11]=[CH:12][C:13]([O:19][CH2:20][C:21]3[CH:26]=[CH:25][CH:24]=[CH:23][CH:22]=3)=[C:14](C(=O)C)[CH:15]=2)(=[O:9])=[O:8])[CH:6]=[CH:5][CH:4]=[CH:3][CH:2]=1.ClC1C=[C:30](C=CC=1)[C:31]([O:33]O)=[O:32]. Product: [C:1]1([S:7]([C:10]2[CH:11]=[CH:12][C:13]([O:19][CH2:20][C:21]3[CH:22]=[CH:23][CH:24]=[CH:25][CH:26]=3)=[C:14]([O:33][C:31](=[O:32])[CH3:30])[CH:15]=2)(=[O:9])=[O:8])[CH:6]=[CH:5][CH:4]=[CH:3][CH:2]=1. The catalyst class is: 22. (6) Reactant: [N:1]1([CH:7]2[CH2:11][NH:10][CH2:9][CH:8]2[OH:12])[CH2:6][CH2:5][NH:4][CH2:3][CH2:2]1.[Cl:13][C:14]1[CH:22]=[CH:21][C:17]([C:18](Cl)=[O:19])=[CH:16][CH:15]=1.C(N([CH:29]([CH3:31])[CH3:30])CC)(C)C.CN([CH:35]=[O:36])C. Product: [Cl:13][C:14]1[CH:22]=[CH:21][C:17]([C:18]([N:4]2[CH2:3][CH2:2][N:1]([CH:7]3[CH:8]([OH:12])[CH2:9][N:10]([C:35]([C:30]4[CH:29]=[CH:31][C:14]([Cl:13])=[CH:15][CH:16]=4)=[O:36])[CH2:11]3)[CH2:6][CH2:5]2)=[O:19])=[CH:16][CH:15]=1. The catalyst class is: 142. (7) Reactant: [F:1][C:2]([F:12])([F:11])[O:3][C:4]1[CH:9]=[CH:8][CH:7]=[CH:6][C:5]=1[SH:10].C([O-])([O-])=O.[K+].[K+].F[C:20]1[CH:27]=[CH:26][C:23]([C:24]#[N:25])=[CH:22][CH:21]=1. Product: [F:12][C:2]([F:1])([F:11])[O:3][C:4]1[CH:9]=[CH:8][CH:7]=[CH:6][C:5]=1[S:10][C:20]1[CH:27]=[CH:26][C:23]([C:24]#[N:25])=[CH:22][CH:21]=1. The catalyst class is: 31.